Predict which catalyst facilitates the given reaction. From a dataset of Catalyst prediction with 721,799 reactions and 888 catalyst types from USPTO. (1) Reactant: Cl[C:2]1[N:3]=[C:4]([C:9]2[CH:14]=[CH:13][CH:12]=[C:11]([N+:15]([O-:17])=[O:16])[C:10]=2[CH3:18])[N:5]=[N:6][C:7]=1[NH2:8].[CH2:19]([S-:21])[CH3:20].[Na+].CO.C(Cl)Cl. The catalyst class is: 39. Product: [CH2:19]([S:21][C:2]1[N:3]=[C:4]([C:9]2[CH:14]=[CH:13][CH:12]=[C:11]([N+:15]([O-:17])=[O:16])[C:10]=2[CH3:18])[N:5]=[N:6][C:7]=1[NH2:8])[CH3:20]. (2) Reactant: [CH2:1]([OH:19])[CH2:2]CCCCCCCCCCCCCCCC.C(N=C=O)CCCCC[N:26]=[C:27]=[O:28].C1C=C(CN=C=O)C=C(CN=C=O)C=1.[C:46]([O-:59])(=[O:58])[CH2:47][CH2:48]CCCCCCCCC.C([Sn+2]CCCC)CCC.[C:46]([O-:59])(=[O:58])[CH2:47][CH2:48]CCCCCCCCC.COC1C=CC(O)=CC=1. Product: [C:46]([OH:59])(=[O:58])[CH:47]=[CH2:48].[NH2:26][C:27]([O:19][CH2:1][CH3:2])=[O:28]. The catalyst class is: 11. (3) Reactant: [Cl:1][C:2]1[C:7]([CH2:8][OH:9])=[CH:6][CH:5]=[CH:4][N:3]=1.N1C=CN=C1.[CH3:15][C:16]([Si:19](Cl)([CH3:21])[CH3:20])([CH3:18])[CH3:17]. Product: [Si:19]([O:9][CH2:8][C:7]1[C:2]([Cl:1])=[N:3][CH:4]=[CH:5][CH:6]=1)([C:16]([CH3:18])([CH3:17])[CH3:15])([CH3:21])[CH3:20]. The catalyst class is: 2. (4) Reactant: [CH3:1][C:2]1[N:7]=[C:6]([C:8](=[O:20])[CH2:9][C:10]2[CH:11]=[C:12]3[C:17](=[CH:18][CH:19]=2)[N:16]=[CH:15][CH:14]=[CH:13]3)[CH:5]=[CH:4][CH:3]=1.[Br:21]Br. Product: [Br:21][CH:9]([C:10]1[CH:11]=[C:12]2[C:17](=[CH:18][CH:19]=1)[N:16]=[CH:15][CH:14]=[CH:13]2)[C:8]([C:6]1[CH:5]=[CH:4][CH:3]=[C:2]([CH3:1])[N:7]=1)=[O:20]. The catalyst class is: 15. (5) Reactant: [Br:1][C:2]1[CH:10]=[CH:9][CH:8]=[C:7]2[C:3]=1[CH:4]([C:12]1[C:17]([OH:18])=[CH:16][CH:15]=[C:14]([O:19][CH3:20])[N:13]=1)[C:5](=[O:11])[NH:6]2.[CH2:21]=[O:22].[OH-].[Na+].[O:25]1[CH2:29]CCC1. Product: [Br:1][C:2]1[CH:10]=[CH:9][CH:8]=[C:7]2[C:3]=1[C:4]([C:12]1[C:17]([OH:18])=[CH:16][CH:15]=[C:14]([O:19][CH3:20])[N:13]=1)([CH2:29][OH:25])[C:5](=[O:11])[N:6]2[CH2:21][OH:22]. The catalyst class is: 6. (6) Product: [OH:10][C:7]1[C:6]([CH3:11])=[C:5]2[C:3](=[C:2]([CH3:1])[C:8]=1[CH3:9])[O:4][C:3](=[O:4])[CH2:2][C:8]2([CH3:9])[CH3:7]. The catalyst class is: 501. Reactant: [CH3:1][C:2]1[C:8]([CH3:9])=[C:7]([OH:10])[C:6]([CH3:11])=[CH:5][C:3]=1[OH:4]. (7) Reactant: [N+:1]([C:4]1[CH:9]=[CH:8][C:7]([NH:10][CH:11]2[CH2:16][CH2:15][CH:14]([O:17][CH2:18][C:19]([O:21]C(C)(C)C)=[O:20])[CH2:13][CH2:12]2)=[CH:6][C:5]=1[C:26]([F:29])([F:28])[F:27])([O-:3])=[O:2].FC(F)(F)C(O)=O. Product: [N+:1]([C:4]1[CH:9]=[CH:8][C:7]([NH:10][CH:11]2[CH2:16][CH2:15][CH:14]([O:17][CH2:18][C:19]([OH:21])=[O:20])[CH2:13][CH2:12]2)=[CH:6][C:5]=1[C:26]([F:27])([F:28])[F:29])([O-:3])=[O:2]. The catalyst class is: 4.